This data is from Full USPTO retrosynthesis dataset with 1.9M reactions from patents (1976-2016). The task is: Predict the reactants needed to synthesize the given product. (1) Given the product [CH3:13][C:10]1[CH:11]=[CH:12][C:2]([N:18]2[CH2:19][CH2:20][N:15]([CH3:14])[CH2:16][CH2:17]2)=[C:3]([CH:9]=1)[C:4]([O:6][CH2:7][CH3:8])=[O:5], predict the reactants needed to synthesize it. The reactants are: F[C:2]1[CH:12]=[CH:11][C:10]([CH3:13])=[CH:9][C:3]=1[C:4]([O:6][CH2:7][CH3:8])=[O:5].[CH3:14][N:15]1[CH2:20][CH2:19][NH:18][CH2:17][CH2:16]1. (2) Given the product [Cl:40][C:41]1[C:42]([C@@H:49]([NH:19][C:20](=[O:38])[CH2:21][N:22]2[C:30]3[C:29]([F:32])([F:31])[C@@H:28]4[CH2:27][C@@H:26]4[C:25]=3[C:24]([CH:35]([F:37])[F:36])=[N:23]2)[CH2:50][C:51]2[CH:52]=[C:53]([F:58])[CH:54]=[C:55]([F:57])[CH:56]=2)=[N:43][CH:44]=[C:45]([S:47][CH3:48])[N:46]=1, predict the reactants needed to synthesize it. The reactants are: BrC1C([C@@H]([NH:19][C:20](=[O:38])[CH2:21][N:22]2[C:30]3[C:29]([F:32])([F:31])[CH2:28][CH2:27][C:26](F)(F)[C:25]=3[C:24]([CH:35]([F:37])[F:36])=[N:23]2)CC2C=C(F)C=C(F)C=2)=NC=C(Br)C=1.Cl.[Cl:40][C:41]1[C:42]([C@@H:49](N)[CH2:50][C:51]2[CH:56]=[C:55]([F:57])[CH:54]=[C:53]([F:58])[CH:52]=2)=[N:43][CH:44]=[C:45]([S:47][CH3:48])[N:46]=1.FC(F)C1C2[C@H]3C[C@H]3C(F)(F)C=2N(CC(O)=O)N=1. (3) The reactants are: [CH2:1]([O:8][C:9]1[CH:17]=[C:16]([C:18]([N:20]2[CH2:25][CH2:24][N:23]([CH3:26])[CH2:22][CH2:21]2)=[O:19])[C:15]([Cl:27])=[CH:14][C:10]=1[C:11]([OH:13])=O)[C:2]1[CH:7]=[CH:6][CH:5]=[CH:4][CH:3]=1.CCN(C(C)C)C(C)C.[NH2:37][C:38]1[CH:39]=[N:40][CH:41]=[CH:42][CH:43]=1.ON1C2N=CC=CC=2N=N1.C(Cl)CCl. Given the product [CH2:1]([O:8][C:9]1[CH:17]=[C:16]([C:18]([N:20]2[CH2:25][CH2:24][N:23]([CH3:26])[CH2:22][CH2:21]2)=[O:19])[C:15]([Cl:27])=[CH:14][C:10]=1[C:11]([NH:37][C:38]1[CH:39]=[N:40][CH:41]=[CH:42][CH:43]=1)=[O:13])[C:2]1[CH:7]=[CH:6][CH:5]=[CH:4][CH:3]=1, predict the reactants needed to synthesize it. (4) Given the product [CH3:38][N:30]([C@@H:28]([CH3:29])[C:27]([NH:26][CH2:25][CH2:24][CH2:23][C:22]#[C:21][C:14]1[C:15]([NH:17][CH2:18][CH2:19][CH3:20])=[N:16][C:11]([NH:41][CH3:40])=[N:12][CH:13]=1)=[O:39])[C:31](=[O:37])[O:32][C:33]([CH3:36])([CH3:34])[CH3:35], predict the reactants needed to synthesize it. The reactants are: N1(O[C:11]2[N:16]=[C:15]([NH:17][CH2:18][CH2:19][CH3:20])[C:14]([C:21]#[C:22][CH2:23][CH2:24][CH2:25][NH:26][C:27](=[O:39])[C@@H:28]([N:30]([CH3:38])[C:31](=[O:37])[O:32][C:33]([CH3:36])([CH3:35])[CH3:34])[CH3:29])=[CH:13][N:12]=2)C2C=CC=CC=2N=N1.[CH3:40][NH2:41]. (5) The reactants are: [C@H:1]12[CH2:7][C@H:4]([NH:5][CH2:6]1)[CH2:3][N:2]2[C:8]([O:10][C:11]([CH3:14])([CH3:13])[CH3:12])=[O:9].Cl[C:16]1[CH:21]=[C:20]([O:22][CH2:23][CH:24]([CH3:26])[CH3:25])[N:19]=[CH:18][N:17]=1. Given the product [CH2:23]([O:22][C:20]1[N:19]=[CH:18][N:17]=[C:16]([N:5]2[CH2:6][C@@H:1]3[CH2:7][C@H:4]2[CH2:3][N:2]3[C:8]([O:10][C:11]([CH3:14])([CH3:13])[CH3:12])=[O:9])[CH:21]=1)[CH:24]([CH3:26])[CH3:25], predict the reactants needed to synthesize it. (6) Given the product [ClH:17].[NH2:8][CH:9]([C:11]1[C:12]([O:33][CH2:34][CH3:35])=[C:13]([CH:19]2[CH2:22][N:21]([C:23]([O:25][CH2:26][C:27]3[CH:32]=[CH:31][CH:30]=[CH:29][CH:28]=3)=[O:24])[CH2:20]2)[C:14]([CH3:18])=[C:15]([Cl:17])[CH:16]=1)[CH3:10], predict the reactants needed to synthesize it. The reactants are: C(OC([NH:8][CH:9]([C:11]1[C:12]([O:33][CH2:34][CH3:35])=[C:13]([CH:19]2[CH2:22][N:21]([C:23]([O:25][CH2:26][C:27]3[CH:32]=[CH:31][CH:30]=[CH:29][CH:28]=3)=[O:24])[CH2:20]2)[C:14]([CH3:18])=[C:15]([Cl:17])[CH:16]=1)[CH3:10])=O)(C)(C)C.Cl.O1CCOCC1.C(Cl)Cl. (7) Given the product [F:1][C:2]1[C:3]([CH3:18])=[C:4]([C@:8]2([C:14]([O:16][CH3:17])=[O:15])[CH2:12][CH2:11][C:10](=[O:13])[CH2:9]2)[CH:5]=[CH:6][CH:7]=1, predict the reactants needed to synthesize it. The reactants are: [F:1][C:2]1[C:3]([CH3:18])=[C:4]([C@:8]2([C:14]([O:16][CH3:17])=[O:15])[CH2:12][CH2:11][C@H:10]([OH:13])[CH2:9]2)[CH:5]=[CH:6][CH:7]=1.CC(OI1(OC(C)=O)(OC(C)=O)OC(=O)C2C=CC=CC1=2)=O. (8) Given the product [Br:1][C:2]1[S:3][CH:4]=[C:5]([CH2:7][N:15]2[CH2:20][CH2:19][CH2:18][CH2:17][CH2:16]2)[N:6]=1, predict the reactants needed to synthesize it. The reactants are: [Br:1][C:2]1[S:3][CH:4]=[C:5]([CH2:7]O)[N:6]=1.BrC1C=C(F)C(C[N:15]2[CH2:20][CH2:19][CH2:18][CH2:17][CH2:16]2)=C(F)C=1.